Dataset: Catalyst prediction with 721,799 reactions and 888 catalyst types from USPTO. Task: Predict which catalyst facilitates the given reaction. (1) Reactant: [CH3:1][O:2][C:3]([N:5]1[CH2:10][CH:9]=[C:8]([C:11]2[CH:16]=[CH:15][CH:14]=[C:13]([S:17]([CH3:20])(=[O:19])=[O:18])[CH:12]=2)[CH2:7][CH2:6]1)=[O:4].Cl. Product: [CH3:1][O:2][C:3]([N:5]1[CH2:10][CH2:9][CH:8]([C:11]2[CH:16]=[CH:15][CH:14]=[C:13]([S:17]([CH3:20])(=[O:19])=[O:18])[CH:12]=2)[CH2:7][CH2:6]1)=[O:4]. The catalyst class is: 19. (2) Reactant: [CH3:1][O:2][CH2:3][C:4]([NH:6][C:7]1[C:8]([CH3:18])=[N:9][NH:10][C:11]=1[C:12]1[CH:17]=[CH:16][CH:15]=[CH:14][CH:13]=1)=O.O=P12OP3(OP(OP(O3)(O1)=O)(=O)O2)=O. Product: [CH3:1][O:2][CH2:3][C:4]1[C:13]2[CH:14]=[CH:15][CH:16]=[CH:17][C:12]=2[C:11]2[NH:10][N:9]=[C:8]([CH3:18])[C:7]=2[N:6]=1. The catalyst class is: 286. (3) Reactant: C([C@@H](NC(=O)[C@@H](N)CC1C2C(=CC=CC=2)C=CC=1)CC)(=O)N.[C:23]([C@@H:26]([NH:31][C:32](=[O:50])[CH:33]([NH:42]C(OC(C)(C)C)=O)[CH2:34][C:35]1[CH:40]=[CH:39][CH:38]=[C:37]([Br:41])[CH:36]=1)[CH2:27][CH:28]([CH3:30])[CH3:29])(=[O:25])[NH2:24]. Product: [C:23]([C@@H:26]([NH:31][C:32](=[O:50])[C@@H:33]([NH2:42])[CH2:34][C:35]1[CH:40]=[CH:39][CH:38]=[C:37]([Br:41])[CH:36]=1)[CH2:27][CH:28]([CH3:29])[CH3:30])(=[O:25])[NH2:24]. The catalyst class is: 89. (4) Reactant: C([N:8]1[CH2:13][CH2:12][CH:11]([N:14]([CH2:22][CH2:23][C:24]2[CH:29]=[CH:28][C:27]([C:30]([F:33])([F:32])[F:31])=[CH:26][CH:25]=2)[C:15](=[O:21])[O:16][C:17]([CH3:20])([CH3:19])[CH3:18])[CH2:10][CH2:9]1)C1C=CC=CC=1.[H][H]. The catalyst class is: 261. Product: [NH:8]1[CH2:13][CH2:12][CH:11]([N:14]([CH2:22][CH2:23][C:24]2[CH:25]=[CH:26][C:27]([C:30]([F:31])([F:32])[F:33])=[CH:28][CH:29]=2)[C:15](=[O:21])[O:16][C:17]([CH3:19])([CH3:20])[CH3:18])[CH2:10][CH2:9]1. (5) Reactant: C(=O)([O-])[O-].[Ca+2].[C:6]1([S:12](Cl)(=[O:14])=[O:13])[CH:11]=[CH:10][CH:9]=[CH:8][CH:7]=1.[CH3:16][C:17]1[CH:18]=[C:19]([CH:21]=[C:22]([CH3:29])[C:23]=1[S:24][CH2:25][N+:26]([O-:28])=[O:27])[NH2:20].O. Product: [CH3:29][C:22]1[CH:21]=[C:19]([NH:20][S:12]([C:6]2[CH:11]=[CH:10][CH:9]=[CH:8][CH:7]=2)(=[O:14])=[O:13])[CH:18]=[C:17]([CH3:16])[C:23]=1[S:24][CH2:25][N+:26]([O-:28])=[O:27]. The catalyst class is: 7.